From a dataset of Full USPTO retrosynthesis dataset with 1.9M reactions from patents (1976-2016). Predict the reactants needed to synthesize the given product. (1) Given the product [Br:23][C:21]1[CH:20]=[CH:19][C:18]([O:24][CH2:25][C:26]2[CH:27]=[CH:28][C:29]([O:32][CH3:33])=[CH:30][CH:31]=2)=[C:17]([C:12]2[N:11]([C:9]3[CH:8]=[N:7][CH:6]=[C:5]([CH:10]=3)[C:4]([OH:34])=[O:3])[C:15]([CH3:16])=[CH:14][CH:13]=2)[CH:22]=1, predict the reactants needed to synthesize it. The reactants are: C([O:3][C:4](=[O:34])[C:5]1[CH:10]=[C:9]([N:11]2[C:15]([CH3:16])=[CH:14][CH:13]=[C:12]2[C:17]2[CH:22]=[C:21]([Br:23])[CH:20]=[CH:19][C:18]=2[O:24][CH2:25][C:26]2[CH:31]=[CH:30][C:29]([O:32][CH3:33])=[CH:28][CH:27]=2)[CH:8]=[N:7][CH:6]=1)C.C(O)C. (2) Given the product [NH2:1][C:4]1[CH:9]=[CH:8][C:7]([C@@H:10]2[O:16][CH2:15][C@@H:14]([NH:17][C:18](=[O:25])[C:19]3[CH:20]=[CH:21][CH:22]=[CH:23][CH:24]=3)[CH2:13][CH2:12][O:11]2)=[CH:6][CH:5]=1, predict the reactants needed to synthesize it. The reactants are: [N+:1]([C:4]1[CH:9]=[CH:8][C:7]([C@@H:10]2[O:16][CH2:15][C@@H:14]([NH:17][C:18](=[O:25])[C:19]3[CH:24]=[CH:23][CH:22]=[CH:21][CH:20]=3)[CH2:13][CH2:12][O:11]2)=[CH:6][CH:5]=1)([O-])=O.[H][H]. (3) Given the product [C:12]([CH:16]=[CH:17][C:18]1[CH:19]=[CH:20][CH:21]=[CH:22][CH:23]=1)([CH3:15])([CH3:13])[CH3:14].[CH2:6]=[CH:1][CH:2]=[CH2:3].[C:12]([CH:16]=[CH:17][C:18]1[CH:19]=[CH:20][CH:21]=[CH:22][CH:23]=1)([CH3:15])([CH3:13])[CH3:14], predict the reactants needed to synthesize it. The reactants are: [CH2:1]1[CH2:6]CC[CH2:3][CH2:2]1.[Li]CCCC.[C:12]([CH:16]=[CH:17][C:18]1[CH:23]=[CH:22][CH:21]=[CH:20][CH:19]=1)([CH3:15])([CH3:14])[CH3:13].C=CC=C. (4) Given the product [CH3:6][C:5]1[CH:4]=[C:3]([C:2]([F:10])([F:9])[F:1])[N:20]=[C:18]([S:17][CH3:16])[N:19]=1, predict the reactants needed to synthesize it. The reactants are: [F:1][C:2]([F:10])([F:9])[C:3](=O)[CH2:4][C:5](=O)[CH3:6].S(O)(O)(=O)=O.[CH3:16][S:17][C:18](=[NH:20])[NH2:19].[CH3:16][S:17][C:18](=[NH:20])[NH2:19]. (5) Given the product [Cl:20][C:18]1[CH:19]=[C:14]([CH:12]([N:9]2[C:10](=[O:11])[C:6]3[CH:5]=[CH:4][N:3]=[C:2]([C:27]([O:29][C:30]4[CH:35]=[CH:34][CH:33]=[CH:32][CH:31]=4)=[O:28])[C:7]=3[CH2:8]2)[CH3:13])[CH:15]=[N:16][C:17]=1[O:21][CH2:22][C:23]([F:26])([F:25])[CH3:24], predict the reactants needed to synthesize it. The reactants are: Cl[C:2]1[C:7]2[CH2:8][N:9]([CH:12]([C:14]3[CH:15]=[N:16][C:17]([O:21][CH2:22][C:23]([F:26])([F:25])[CH3:24])=[C:18]([Cl:20])[CH:19]=3)[CH3:13])[C:10](=[O:11])[C:6]=2[CH:5]=[CH:4][N:3]=1.[CH:27]([O:29][C:30]1[CH:35]=[CH:34][CH:33]=[CH:32][CH:31]=1)=[O:28]. (6) Given the product [C:15]([C:19]1[CH:20]=[CH:21][C:22]([C:23]([NH:12][C:10]2[N:11]=[C:6]3[CH:5]=[CH:4][C:3]([C:2]([F:1])([F:13])[F:14])=[CH:8][N:7]3[CH:9]=2)=[O:24])=[CH:26][CH:27]=1)([CH3:18])([CH3:16])[CH3:17], predict the reactants needed to synthesize it. The reactants are: [F:1][C:2]([F:14])([F:13])[C:3]1[CH:4]=[CH:5][C:6]2[N:7]([CH:9]=[C:10]([NH2:12])[N:11]=2)[CH:8]=1.[C:15]([C:19]1[CH:27]=[CH:26][C:22]([C:23](Cl)=[O:24])=[CH:21][CH:20]=1)([CH3:18])([CH3:17])[CH3:16].C(N(CC)CC)C.